From a dataset of Full USPTO retrosynthesis dataset with 1.9M reactions from patents (1976-2016). Predict the reactants needed to synthesize the given product. Given the product [Cl:6][C:7]1[CH:12]=[CH:11][C:10]([C:13]2[N:17]([C:18]3[CH:23]=[CH:22][C:21]([Cl:24])=[CH:20][C:19]=3[Cl:25])[N:16]=[C:15]([C:26]([NH:28][CH:29]3[CH2:34][CH2:33][N:32]([S:2]([CH3:1])(=[O:4])=[O:3])[CH2:31][CH2:30]3)=[O:27])[C:14]=2[CH3:42])=[CH:9][CH:8]=1, predict the reactants needed to synthesize it. The reactants are: [CH3:1][S:2](Cl)(=[O:4])=[O:3].[Cl:6][C:7]1[CH:12]=[CH:11][C:10]([C:13]2[N:17]([C:18]3[CH:23]=[CH:22][C:21]([Cl:24])=[CH:20][C:19]=3[Cl:25])[N:16]=[C:15]([C:26]([NH:28][CH:29]3[CH2:34][CH2:33][N:32](C(OC(C)(C)C)=O)[CH2:31][CH2:30]3)=[O:27])[C:14]=2[CH3:42])=[CH:9][CH:8]=1.C(N(CC)CC)C.